From a dataset of Forward reaction prediction with 1.9M reactions from USPTO patents (1976-2016). Predict the product of the given reaction. Given the reactants [CH3:1][C:2]1[CH:7]=[CH:6][N:5]=[CH:4][C:3]=1[C:8](=[O:10])[CH3:9].[Cl:11]N1C(=O)CCC1=O, predict the reaction product. The product is: [CH3:1][C:2]1[CH:7]=[CH:6][N:5]=[CH:4][C:3]=1[C:8](=[O:10])[CH2:9][Cl:11].